Predict which catalyst facilitates the given reaction. From a dataset of Catalyst prediction with 721,799 reactions and 888 catalyst types from USPTO. (1) Reactant: [O:1]=[S:2]1(=[O:16])[CH2:7][CH2:6][N:5]([CH2:8][C:9]2[CH:15]=[CH:14][C:12]([NH2:13])=[CH:11][CH:10]=2)[CH2:4][CH2:3]1.[CH3:17][C:18]1([CH3:34])[C:22]([CH3:24])([CH3:23])[O:21][B:20]([C:25]2[CH:33]=[CH:32][C:28]([C:29](O)=[O:30])=[CH:27][CH:26]=2)[O:19]1.CN(C(ON1N=NC2C=CC=CC1=2)=[N+](C)C)C.F[P-](F)(F)(F)(F)F.CN1CCOCC1. Product: [O:16]=[S:2]1(=[O:1])[CH2:3][CH2:4][N:5]([CH2:8][C:9]2[CH:15]=[CH:14][C:12]([NH:13][C:29](=[O:30])[C:28]3[CH:27]=[CH:26][C:25]([B:20]4[O:21][C:22]([CH3:23])([CH3:24])[C:18]([CH3:34])([CH3:17])[O:19]4)=[CH:33][CH:32]=3)=[CH:11][CH:10]=2)[CH2:6][CH2:7]1. The catalyst class is: 18. (2) Reactant: [Cl:1][C:2]1[CH:9]=[CH:8][CH:7]=[CH:6][C:3]=1[CH:4]=O.Cl.[NH2:11][OH:12].[OH-].[Na+].Cl. Product: [Cl:1][C:2]1[CH:9]=[CH:8][CH:7]=[CH:6][C:3]=1/[CH:4]=[N:11]/[OH:12]. The catalyst class is: 40. (3) Reactant: [C:1]([O:4][CH2:5][C:6]([CH2:18][CH2:19][C:20]1([CH2:26][CH2:27][O:28][Si](C(C)(C)C)(C2C=CC=CC=2)C2C=CC=CC=2)[CH2:25][CH2:24][CH2:23][CH2:22][CH2:21]1)([CH2:12][CH2:13][O:14][C:15](=[O:17])[CH3:16])[CH2:7][O:8][C:9](=[O:11])[CH3:10])(=[O:3])[CH3:2].Cl.O. Product: [C:9]([O:8][CH2:7][C:6]([CH2:18][CH2:19][C:20]1([CH2:26][CH2:27][OH:28])[CH2:25][CH2:24][CH2:23][CH2:22][CH2:21]1)([CH2:12][CH2:13][O:14][C:15](=[O:17])[CH3:16])[CH2:5][O:4][C:1](=[O:3])[CH3:2])(=[O:11])[CH3:10]. The catalyst class is: 111. (4) Reactant: [F:1][C@H:2]1[CH2:6][CH2:5][N:4]([C:7]2[C:8]([C:28]#[N:29])=[N:9][C:10]([C:13]3[CH:18]=[CH:17][N:16]=[C:15]([NH:19][C:20]4[CH:21]=[N:22][C:23]([CH2:26]O)=[CH:24][CH:25]=4)[N:14]=3)=[CH:11][CH:12]=2)[CH2:3]1.P(Br)(Br)Br.[O:34]=[C:35]1[CH2:40][NH:39][CH2:38][CH2:37][NH:36]1. Product: [F:1][C@H:2]1[CH2:6][CH2:5][N:4]([C:7]2[C:8]([C:28]#[N:29])=[N:9][C:10]([C:13]3[CH:18]=[CH:17][N:16]=[C:15]([NH:19][C:20]4[CH:21]=[N:22][C:23]([CH2:26][N:39]5[CH2:38][CH2:37][NH:36][C:35](=[O:34])[CH2:40]5)=[CH:24][CH:25]=4)[N:14]=3)=[CH:11][CH:12]=2)[CH2:3]1. The catalyst class is: 23. (5) Reactant: [CH3:1][O:2][C@H:3]([CH3:9])[C@@H:4]([C:6]([OH:8])=[O:7])[NH2:5].[OH-].[Na+].Cl[C:13]([O:15][CH3:16])=[O:14].Cl. Product: [CH3:1][O:2][C@H:3]([CH3:9])[C@H:4]([NH:5][C:13]([O:15][CH3:16])=[O:14])[C:6]([OH:8])=[O:7]. The catalyst class is: 6. (6) Reactant: C(OC(=O)[NH:7][CH:8]1[CH2:13][CH2:12][CH2:11][N:10]([C:14]2[CH:19]=[CH:18][N:17]=[C:16]([NH:20][C:21]3[CH:26]=[CH:25][CH:24]=[CH:23][C:22]=3[N+:27]([O-:29])=[O:28])[N:15]=2)[CH2:9]1)(C)(C)C.C(O)(C(F)(F)F)=O.NC1CCCN(C2C=CN=C(NC3C=CC=CC=3[N+]([O-])=O)N=2)C1.[CH2:61]([S:64](Cl)(=[O:66])=[O:65])[CH2:62][CH3:63].C(N(CC)CC)C. Product: [N+:27]([C:22]1[CH:23]=[CH:24][CH:25]=[CH:26][C:21]=1[NH:20][C:16]1[N:15]=[C:14]([N:10]2[CH2:11][CH2:12][CH2:13][CH:8]([NH:7][S:64]([CH2:61][CH2:62][CH3:63])(=[O:66])=[O:65])[CH2:9]2)[CH:19]=[CH:18][N:17]=1)([O-:29])=[O:28]. The catalyst class is: 2. (7) Reactant: [C:1]1([CH3:35])[CH:6]=[CH:5][C:4]([C:7]2[N:8]=[C:9]3[CH:23]=[CH:22][CH2:21][N:20]([CH2:24][CH2:25][CH2:26][CH2:27][CH2:28][CH2:29][C:30]([O:32][CH2:33][CH3:34])=[O:31])[C:10]3=[N:11][C:12]=2[C:13]2[CH:18]=[CH:17][C:16]([CH3:19])=[CH:15][CH:14]=2)=[CH:3][CH:2]=1.[OH:36]O.[OH-].[Na+]. Product: [OH:36][CH:22]1[CH2:21][N:20]([CH2:24][CH2:25][CH2:26][CH2:27][CH2:28][CH2:29][C:30]([O:32][CH2:33][CH3:34])=[O:31])[C:10]2=[N:11][C:12]([C:13]3[CH:18]=[CH:17][C:16]([CH3:19])=[CH:15][CH:14]=3)=[C:7]([C:4]3[CH:3]=[CH:2][C:1]([CH3:35])=[CH:6][CH:5]=3)[N:8]=[C:9]2[CH2:23]1. The catalyst class is: 1. (8) Reactant: C(OC(=O)[N:7]([C:16]1[S:17][C:18]([C:21]2[C:22](=[O:32])[O:23][C:24]3[C:29]([CH:30]=2)=[CH:28][CH:27]=[CH:26][C:25]=3[Cl:31])=[CH:19][N:20]=1)[C:8]1[CH:13]=[C:12]([CH3:14])[CH:11]=[C:10]([CH3:15])[CH:9]=1)(C)(C)C.Cl. Product: [Cl:31][C:25]1[CH:26]=[CH:27][CH:28]=[C:29]2[C:24]=1[O:23][C:22](=[O:32])[C:21]([C:18]1[S:17][C:16]([NH:7][C:8]3[CH:13]=[C:12]([CH3:14])[CH:11]=[C:10]([CH3:15])[CH:9]=3)=[N:20][CH:19]=1)=[CH:30]2. The catalyst class is: 12. (9) Product: [NH:2]1[C:10]2[C:5](=[CH:6][CH:7]=[CH:8][CH:9]=2)[C:4]([C:11](=[O:14])[CH2:12][NH:13][C:35]([NH:34][C:24]2[C:33]3[C:28](=[CH:29][CH:30]=[CH:31][CH:32]=3)[CH:27]=[CH:26][CH:25]=2)=[O:36])=[CH:3]1. The catalyst class is: 1. Reactant: [Br-].[NH:2]1[C:10]2[C:5](=[CH:6][CH:7]=[CH:8][CH:9]=2)[C:4]([C:11](=[O:14])[CH2:12][NH3+:13])=[CH:3]1.C(N(C(C)C)C(C)C)C.[C:24]1([N:34]=[C:35]=[O:36])[C:33]2[C:28](=[CH:29][CH:30]=[CH:31][CH:32]=2)[CH:27]=[CH:26][CH:25]=1. (10) Reactant: [Cl:1][CH2:2][CH2:3][CH2:4][O:5][C:6]1[CH:11]=[CH:10][C:9]([CH:12]2[CH:17]([C:18]3[CH:23]=[CH:22][C:21]([O:24]C4CCCCO4)=[CH:20][CH:19]=3)[C:16](=[O:31])[C:15]3[CH:32]=[CH:33][C:34]([O:36]C4CCCCO4)=[CH:35][C:14]=3[O:13]2)=[CH:8][CH:7]=1.[F:43][C:44]([Si](C)(C)C)([F:46])[F:45].[F-].[Cs+].[Cl-].[Na+]. Product: [Cl:1][CH2:2][CH2:3][CH2:4][O:5][C:6]1[CH:11]=[CH:10][C:9]([CH:12]2[CH:17]([C:18]3[CH:23]=[CH:22][C:21]([OH:24])=[CH:20][CH:19]=3)[C:16]([OH:31])([C:44]([F:46])([F:45])[F:43])[C:15]3[CH:32]=[CH:33][C:34]([OH:36])=[CH:35][C:14]=3[O:13]2)=[CH:8][CH:7]=1. The catalyst class is: 843.